From a dataset of Catalyst prediction with 721,799 reactions and 888 catalyst types from USPTO. Predict which catalyst facilitates the given reaction. (1) Reactant: [C:1]([C:3]1[CH:11]=[CH:10][C:6]([C:7]([OH:9])=O)=[CH:5][CH:4]=1)#[N:2].[C:12]([NH2:16])([CH3:15])([CH3:14])[CH3:13].C(N(CC)CC)C.CN(C(ON1N=NC2C=CC=NC1=2)=[N+](C)C)C.F[P-](F)(F)(F)(F)F. Product: [C:12]([NH:16][C:7](=[O:9])[C:6]1[CH:5]=[CH:4][C:3]([C:1]#[N:2])=[CH:11][CH:10]=1)([CH3:15])([CH3:14])[CH3:13]. The catalyst class is: 3. (2) Reactant: Br[C:2]1[C:3]([NH:8][C:9](=[O:14])[C:10]([CH3:13])([CH3:12])[CH3:11])=[N:4][CH:5]=[CH:6][CH:7]=1.[CH3:15][O:16][C:17]1[CH:18]=[C:19](B(O)O)[CH:20]=[CH:21][C:22]=1[O:23][CH3:24].O.P([O-])([O-])([O-])=O.[K+].[K+].[K+].O. Product: [CH3:15][O:16][C:17]1[CH:18]=[C:19]([C:2]2[C:3]([NH:8][C:9](=[O:14])[C:10]([CH3:13])([CH3:12])[CH3:11])=[N:4][CH:5]=[CH:6][CH:7]=2)[CH:20]=[CH:21][C:22]=1[O:23][CH3:24]. The catalyst class is: 413.